Dataset: NCI-60 drug combinations with 297,098 pairs across 59 cell lines. Task: Regression. Given two drug SMILES strings and cell line genomic features, predict the synergy score measuring deviation from expected non-interaction effect. (1) Drug 1: CN1CCC(CC1)COC2=C(C=C3C(=C2)N=CN=C3NC4=C(C=C(C=C4)Br)F)OC. Drug 2: C1=C(C(=O)NC(=O)N1)N(CCCl)CCCl. Cell line: NCI-H226. Synergy scores: CSS=8.52, Synergy_ZIP=-4.99, Synergy_Bliss=-4.27, Synergy_Loewe=-4.66, Synergy_HSA=-3.01. (2) Drug 1: CC1=CC2C(CCC3(C2CCC3(C(=O)C)OC(=O)C)C)C4(C1=CC(=O)CC4)C. Drug 2: CCC1(CC2CC(C3=C(CCN(C2)C1)C4=CC=CC=C4N3)(C5=C(C=C6C(=C5)C78CCN9C7C(C=CC9)(C(C(C8N6C)(C(=O)OC)O)OC(=O)C)CC)OC)C(=O)OC)O.OS(=O)(=O)O. Cell line: MDA-MB-435. Synergy scores: CSS=56.9, Synergy_ZIP=6.78, Synergy_Bliss=4.64, Synergy_Loewe=-53.8, Synergy_HSA=1.59. (3) Drug 1: C1CC(=O)NC(=O)C1N2CC3=C(C2=O)C=CC=C3N. Synergy scores: CSS=20.3, Synergy_ZIP=-6.38, Synergy_Bliss=-0.359, Synergy_Loewe=-0.514, Synergy_HSA=-1.43. Drug 2: CS(=O)(=O)OCCCCOS(=O)(=O)C. Cell line: SW-620.